Dataset: CYP2C19 inhibition data for predicting drug metabolism from PubChem BioAssay. Task: Regression/Classification. Given a drug SMILES string, predict its absorption, distribution, metabolism, or excretion properties. Task type varies by dataset: regression for continuous measurements (e.g., permeability, clearance, half-life) or binary classification for categorical outcomes (e.g., BBB penetration, CYP inhibition). Dataset: cyp2c19_veith. (1) The drug is O=c1c(-c2cccs2)nc2cnc(N3CCNCC3)nc2n1Cc1cccs1. The result is 1 (inhibitor). (2) The drug is COc1ccccc1CCn1c(=O)c(-c2cccc(F)c2)nc2cncnc21. The result is 1 (inhibitor). (3) The compound is CCNc1ncc2nc(-c3cc(F)cc(F)c3)c(=O)n(-c3ccccc3)c2n1. The result is 0 (non-inhibitor). (4) The molecule is C/C(=N\NC(=O)CSCc1ccc(Cl)cc1)c1ccc2c(c1)OCCO2. The result is 1 (inhibitor). (5) The molecule is Cc1ccc(C(=O)NCC(=O)NCC(=O)OCC(=O)c2ccc([N+](=O)[O-])cc2)cc1. The result is 0 (non-inhibitor). (6) The result is 1 (inhibitor). The compound is c1csc(CNc2ncncc2-c2ccc3c(c2)OCO3)c1.